From a dataset of Reaction yield outcomes from USPTO patents with 853,638 reactions. Predict the reaction yield, written as a fraction of the theoretical maximum amount of product (1.0 means a 100% yield; for example, 0.34 means a 34% yield). The catalyst is C1COCC1.[Cu]I. The product is [Cl:15][CH2:16][CH2:17][CH2:18][C:7]1[O:6][C:10]2[CH:11]=[CH:12][CH:13]=[CH:14][C:9]=2[CH:8]=1. The reactants are [Li]CCCC.[O:6]1[C:10]2[CH:11]=[CH:12][CH:13]=[CH:14][C:9]=2[CH:8]=[CH:7]1.[Cl:15][CH2:16][CH2:17][CH2:18]I.[NH4+].[Cl-]. The yield is 0.260.